This data is from Catalyst prediction with 721,799 reactions and 888 catalyst types from USPTO. The task is: Predict which catalyst facilitates the given reaction. (1) The catalyst class is: 7. Reactant: Br[C:2]1[C:3]2[CH:10]=[CH:9][CH:8]=[CH:7][C:4]=2[S:5][CH:6]=1.C([Mg]Cl)(C)C.[C:16]([O:20][C:21]([N:23]1[CH2:26][C:25](=[O:27])[CH2:24]1)=[O:22])([CH3:19])([CH3:18])[CH3:17]. Product: [C:16]([O:20][C:21]([N:23]1[CH2:26][C:25]([C:2]2[C:3]3[CH:10]=[CH:9][CH:8]=[CH:7][C:4]=3[S:5][CH:6]=2)([OH:27])[CH2:24]1)=[O:22])([CH3:19])([CH3:17])[CH3:18]. (2) Product: [CH2:11]([N:18]1[CH2:22][CH2:21][C:20]2([O:10][N:9]=[C:8]([C:2]3[CH:7]=[CH:6][CH:5]=[CH:4][CH:3]=3)[CH2:23]2)[CH2:19]1)[C:12]1[CH:17]=[CH:16][CH:15]=[CH:14][CH:13]=1. The catalyst class is: 6. Reactant: Cl[C:2]1([CH:8]=[N:9][OH:10])[CH:7]=[CH:6][CH:5]=[CH:4][CH2:3]1.[CH2:11]([N:18]1[CH2:22][CH2:21][C:20](=[CH2:23])[CH2:19]1)[C:12]1[CH:17]=[CH:16][CH:15]=[CH:14][CH:13]=1.C(Cl)Cl.C(N(CC)CC)C. (3) Reactant: [CH2:1]([N:8]1[CH2:12][CH2:11][C:10]([C:14]2[CH:19]=[CH:18][CH:17]=[C:16]([F:20])[C:15]=2[F:21])([OH:13])[CH2:9]1)[C:2]1C=CC=C[CH:3]=1.ICCC. Product: [F:21][C:15]1[C:16]([F:20])=[CH:17][CH:18]=[CH:19][C:14]=1[C:10]1([OH:13])[CH2:11][CH2:12][N:8]([CH2:1][CH2:2][CH3:3])[CH2:9]1. The catalyst class is: 9. (4) Reactant: Cl[C:2]1[CH:11]=[CH:10][CH:9]=[C:8]2[C:3]=1[CH2:4][CH2:5][CH2:6][CH:7]2[C:12]1[N:13]=[CH:14][NH:15][CH:16]=1. Product: [CH:7]1([C:12]2[N:13]=[CH:14][NH:15][CH:16]=2)[C:8]2[C:3](=[CH:2][CH:11]=[CH:10][CH:9]=2)[CH2:4][CH2:5][CH2:6]1. The catalyst class is: 29. (5) Reactant: [C:1]([Si:5]([C:28]1[CH:33]=[CH:32][CH:31]=[CH:30][CH:29]=1)([C:22]1[CH:27]=[CH:26][CH:25]=[CH:24][CH:23]=1)[O:6][CH:7]1[CH2:12][CH2:11][N:10]([C:13]2[N:18]=[C:17]3[NH:19][CH:20]=[N:21][C:16]3=[CH:15][CH:14]=2)[CH2:9][CH2:8]1)([CH3:4])([CH3:3])[CH3:2].C(=O)([O-])[O-].[K+].[K+].C1(=O)OC(=O)CC1.[CH3:47][N:48]([CH3:53])[CH2:49]N(C)C. Product: [C:1]([Si:5]([C:22]1[CH:23]=[CH:24][CH:25]=[CH:26][CH:27]=1)([C:28]1[CH:33]=[CH:32][CH:31]=[CH:30][CH:29]=1)[O:6][CH:7]1[CH2:12][CH2:11][N:10]([C:13]2[N:18]=[C:17]3[N:19]([CH2:47][N:48]([CH3:53])[CH3:49])[CH:20]=[N:21][C:16]3=[CH:15][CH:14]=2)[CH2:9][CH2:8]1)([CH3:4])([CH3:2])[CH3:3]. The catalyst class is: 2.